Dataset: Reaction yield outcomes from USPTO patents with 853,638 reactions. Task: Predict the reaction yield, written as a fraction of the theoretical maximum amount of product (1.0 means a 100% yield; for example, 0.34 means a 34% yield). (1) The catalyst is CO. The product is [ClH:2].[OH:16][C:10]1[C:9](=[O:17])[C:8]([CH:3]([N:22]2[CH2:23][CH2:24][N:19]([CH3:18])[CH2:20][CH2:21]2)[C:4]([F:7])([F:6])[F:5])=[CH:13][N:12]([CH3:14])[C:11]=1[CH3:15]. The reactants are Cl.[Cl:2][CH:3]([C:8]1[C:9](=[O:17])[C:10]([OH:16])=[C:11]([CH3:15])[N:12]([CH3:14])[CH:13]=1)[C:4]([F:7])([F:6])[F:5].[CH3:18][N:19]1[CH2:24][CH2:23][NH:22][CH2:21][CH2:20]1. The yield is 0.410. (2) The reactants are [Si]([O:18][CH:19]1[CH2:22][N:21]([C:23]2[S:24][CH:25]=[C:26]([C:28](=[O:51])[NH:29][C@@H:30]([CH3:50])[CH2:31][O:32][Si](C(C)(C)C)(C3C=CC=CC=3)C3C=CC=CC=3)[N:27]=2)[CH2:20]1)(C(C)(C)C)(C1C=CC=CC=1)C1C=CC=CC=1.[F-].C([N+](CCCC)(CCCC)CCCC)CCC. The catalyst is O1CCCC1. The product is [OH:18][CH:19]1[CH2:22][N:21]([C:23]2[S:24][CH:25]=[C:26]([C:28](=[O:51])[NH:29][C@@H:30]([CH3:50])[CH2:31][OH:32])[N:27]=2)[CH2:20]1. The yield is 0.940. (3) The reactants are [CH3:1][N:2]1[CH2:6][CH2:5][CH2:4][CH2:3]1.[O:7](C)[S:8]([C:11]([F:14])([F:13])[F:12])(=[O:10])=[O:9]. The catalyst is CCCCCC. The product is [F:12][C:11]([F:14])([F:13])[S:8]([O-:10])(=[O:9])=[O:7].[CH3:1][N+:2]1([CH3:11])[CH2:6][CH2:5][CH2:4][CH2:3]1. The yield is 0.983. (4) The reactants are [CH3:1][O:2][C:3]1[CH:4]=[C:5]([CH:14]([CH3:18])[C:15]([OH:17])=O)[CH:6]=[N:7][C:8]=1[NH:9][S:10]([CH3:13])(=[O:12])=[O:11].C(N=C=NCCCN(C)C)C.ON1C2C=CC=CC=2N=N1.[C:40]([C:44]1[CH:48]=[C:47]([CH2:49][NH2:50])[N:46]([C:51]2[CH:56]=[CH:55][CH:54]=[C:53]([Cl:57])[CH:52]=2)[N:45]=1)([CH3:43])([CH3:42])[CH3:41]. The catalyst is CN(C)C=O. The product is [C:40]([C:44]1[CH:48]=[C:47]([CH2:49][NH:50][C:15](=[O:17])[CH:14]([C:5]2[CH:6]=[N:7][C:8]([NH:9][S:10]([CH3:13])(=[O:11])=[O:12])=[C:3]([O:2][CH3:1])[CH:4]=2)[CH3:18])[N:46]([C:51]2[CH:56]=[CH:55][CH:54]=[C:53]([Cl:57])[CH:52]=2)[N:45]=1)([CH3:43])([CH3:41])[CH3:42]. The yield is 0.800. (5) The reactants are [CH2:1]([NH2:3])[CH3:2].CO.[S:6](Cl)([C:9]1[CH:17]=[CH:16][C:12]([N+:13]([O-:15])=[O:14])=[CH:11][CH:10]=1)(=[O:8])=[O:7]. The catalyst is O. The product is [CH2:1]([NH:3][S:6]([C:9]1[CH:10]=[CH:11][C:12]([N+:13]([O-:15])=[O:14])=[CH:16][CH:17]=1)(=[O:7])=[O:8])[CH3:2]. The yield is 0.790. (6) The reactants are CS(O[CH2:6][C@H:7]1[CH2:11][CH2:10][C:9](=[O:12])[N:8]1[C:13]1[CH:18]=[C:17]([F:19])[CH:16]=[CH:15][C:14]=1[CH2:20][NH:21][C:22]([C:24]1[N:25]=[C:26]2[N:31]([C:32](=[O:42])[C:33]=1[O:34][CH2:35][C:36]1[CH:41]=[CH:40][CH:39]=[CH:38][CH:37]=1)[CH2:30][CH2:29][O:28][C:27]2([CH3:44])[CH3:43])=[O:23])(=O)=O.[N-:45]=[N+:46]=[N-:47].[Na+].O. The catalyst is CN(C=O)C. The product is [N:45]([CH2:6][C@H:7]1[CH2:11][CH2:10][C:9](=[O:12])[N:8]1[C:13]1[CH:18]=[C:17]([F:19])[CH:16]=[CH:15][C:14]=1[CH2:20][NH:21][C:22]([C:24]1[N:25]=[C:26]2[N:31]([C:32](=[O:42])[C:33]=1[O:34][CH2:35][C:36]1[CH:37]=[CH:38][CH:39]=[CH:40][CH:41]=1)[CH2:30][CH2:29][O:28][C:27]2([CH3:43])[CH3:44])=[O:23])=[N+:46]=[N-:47]. The yield is 0.910. (7) No catalyst specified. The product is [Cl:13][CH2:14][C:15]1[O:5][C:4]([C:3]2[CH:8]=[C:9]([CH3:12])[CH:10]=[CH:11][C:2]=2[F:1])=[N:6][N:7]=1. The reactants are [F:1][C:2]1[CH:11]=[CH:10][C:9]([CH3:12])=[CH:8][C:3]=1[C:4]([NH:6][NH2:7])=[O:5].[Cl:13][CH2:14][C:15](OCC)(OCC)OCC. The yield is 0.660.